From a dataset of Catalyst prediction with 721,799 reactions and 888 catalyst types from USPTO. Predict which catalyst facilitates the given reaction. (1) Reactant: Br.C[O:3][C:4]1[CH:13]=[C:12]2[C:7]([CH:8]=[CH:9][CH:10]=[C:11]2[CH2:14][C:15]([OH:17])=[O:16])=[CH:6][CH:5]=1. Product: [OH:3][C:4]1[CH:13]=[C:12]2[C:7]([CH:8]=[CH:9][CH:10]=[C:11]2[CH2:14][C:15]([OH:17])=[O:16])=[CH:6][CH:5]=1. The catalyst class is: 15. (2) Reactant: Cl[CH:2]1[C:11](Cl)([N:12]2[CH2:17][CH2:16][N:15]([CH3:18])[CH2:14][CH2:13]2)[N:10]=[C:9]2[C:4]([CH:5]=C[C:7]([Cl:20])=[CH:8]2)=[N:3]1.[CH3:21][O-:22].[Na+].[CH2:24]([Cl:26])Cl. Product: [Cl:20][C:7]1[CH:8]=[C:9]2[C:4](=[CH:5][C:24]=1[Cl:26])[N:3]=[C:2]([O:22][CH3:21])[C:11]([N:12]1[CH2:17][CH2:16][N:15]([CH3:18])[CH2:14][CH2:13]1)=[N:10]2. The catalyst class is: 5.